Dataset: Forward reaction prediction with 1.9M reactions from USPTO patents (1976-2016). Task: Predict the product of the given reaction. (1) Given the reactants COC(=O)C1C(C)=CC(C2C=CC=C(C(F)(F)F)C=2)=NC=1OC.Cl[C:25]1[N:30]=[C:29]([C:31]([N:33]2[CH2:38][CH2:37][CH:36]([N:39]3[CH2:43][CH2:42][CH2:41][CH2:40]3)[CH2:35][CH2:34]2)=[O:32])[C:28]([CH3:44])=[CH:27][C:26]=1[C:45]1[CH:50]=[CH:49][CH:48]=[C:47]([C:51]([F:54])([F:53])[F:52])[CH:46]=1.CC1(C)C(C)(C)OB([C:63]2[CH:64]=[N:65][NH:66][CH:67]=2)O1, predict the reaction product. The product is: [CH3:44][C:28]1[C:29]([C:31]([N:33]2[CH2:38][CH2:37][CH:36]([N:39]3[CH2:43][CH2:42][CH2:41][CH2:40]3)[CH2:35][CH2:34]2)=[O:32])=[N:30][C:25]([C:63]2[CH:64]=[N:65][NH:66][CH:67]=2)=[C:26]([C:45]2[CH:50]=[CH:49][CH:48]=[C:47]([C:51]([F:54])([F:53])[F:52])[CH:46]=2)[CH:27]=1. (2) Given the reactants [OH:1][C@H:2]1[CH2:19][CH2:18][C@@:17]2([CH3:20])[C@@H:4]([CH2:5][CH2:6][C@:7]3([CH3:37])[C@@H:16]2[CH2:15][CH2:14][C@H:13]2[C@@:8]3([CH3:36])[CH2:9][CH2:10][C@@:11]3([C:28]([N:30]4[CH2:35][CH2:34][CH2:33][CH2:32][CH2:31]4)=[O:29])[CH2:23][CH2:22][C@@H:21]([C:24]4([CH3:27])[CH2:26][CH2:25]4)[C@@H:12]32)[C:3]1([CH3:39])[CH3:38].C(O)(=O)[CH2:41][C:42]([CH2:47][C:48]([OH:50])=O)([C:44]([OH:46])=[O:45])O.[C:53](OCC)(=O)C, predict the reaction product. The product is: [CH3:53][C:42]([CH3:41])([CH2:47][C:48](=[O:50])[O:1][C@H:2]1[CH2:19][CH2:18][C@@:17]2([CH3:20])[C@@H:4]([CH2:5][CH2:6][C@:7]3([CH3:37])[C@@H:16]2[CH2:15][CH2:14][C@H:13]2[C@@:8]3([CH3:36])[CH2:9][CH2:10][C@@:11]3([C:28]([N:30]4[CH2:35][CH2:34][CH2:33][CH2:32][CH2:31]4)=[O:29])[CH2:23][CH2:22][C@@H:21]([C:24]4([CH3:27])[CH2:25][CH2:26]4)[C@@H:12]32)[C:3]1([CH3:39])[CH3:38])[C:44]([OH:46])=[O:45].